This data is from Catalyst prediction with 721,799 reactions and 888 catalyst types from USPTO. The task is: Predict which catalyst facilitates the given reaction. (1) Reactant: CC(C)([O-])C.[K+].[CH2:7]([O:14][C:15]1[CH:16]=[C:17]([CH:31]=[CH:32][CH:33]=1)[C:18]([NH:20][C:21]1[CH:26]=[CH:25][CH:24]=[CH:23][C:22]=1[S:27]([NH2:30])(=[O:29])=[O:28])=[O:19])[C:8]1[CH:13]=[CH:12][CH:11]=[CH:10][CH:9]=1.[C:34](Cl)(=[O:41])[C:35]1[CH:40]=[CH:39][CH:38]=[CH:37][CH:36]=1.[Cl-].[NH4+]. Product: [CH2:7]([O:14][C:15]1[CH:16]=[C:17]([CH:31]=[CH:32][CH:33]=1)[C:18]([NH:20][C:21]1[CH:26]=[CH:25][CH:24]=[CH:23][C:22]=1[S:27]([NH:30][C:34](=[O:41])[C:35]1[CH:40]=[CH:39][CH:38]=[CH:37][CH:36]=1)(=[O:29])=[O:28])=[O:19])[C:8]1[CH:9]=[CH:10][CH:11]=[CH:12][CH:13]=1. The catalyst class is: 7. (2) Reactant: C[O:2][C:3]1[C:8]2[NH:9][CH:10]([CH2:13][NH:14][C:15](=[O:17])[CH3:16])[CH2:11][O:12][C:7]=2[CH:6]=[CH:5][CH:4]=1.B(Br)(Br)Br. Product: [OH:2][C:3]1[C:8]2[NH:9][CH:10]([CH2:13][NH:14][C:15](=[O:17])[CH3:16])[CH2:11][O:12][C:7]=2[CH:6]=[CH:5][CH:4]=1. The catalyst class is: 4. (3) Reactant: [F:1][C:2]([F:34])([F:33])[C:3]1[CH:4]=[C:5]([C:13]([N:15]2[CH2:20][CH2:19][C@H:18]([N:21]3[CH2:26][CH2:25][NH:24][CH2:23][CH2:22]3)[C@H:17]([C:27]3[CH:32]=[CH:31][CH:30]=[CH:29][CH:28]=3)[CH2:16]2)=[O:14])[CH:6]=[C:7]([C:9]([F:12])([F:11])[F:10])[CH:8]=1.C(=O)([O-])[O-].[K+].[K+].Cl[CH2:42][C:43]([N:45]([CH3:47])[CH3:46])=[O:44].O. Product: [F:34][C:2]([F:33])([F:1])[C:3]1[CH:4]=[C:5]([CH:6]=[C:7]([C:9]([F:10])([F:11])[F:12])[CH:8]=1)[C:13]([N:15]1[CH2:20][CH2:19][C@H:18]([N:21]2[CH2:26][CH2:25][N:24]([CH2:42][C:43]([N:45]([CH3:47])[CH3:46])=[O:44])[CH2:23][CH2:22]2)[C@H:17]([C:27]2[CH:32]=[CH:31][CH:30]=[CH:29][CH:28]=2)[CH2:16]1)=[O:14]. The catalyst class is: 9. (4) Reactant: [ClH:1].[CH:2]([NH:5][S:6]([C:9]1[CH:14]=[CH:13][C:12]([C:15]2[CH:20]=[CH:19][C:18]([CH2:21][C@H:22]([NH:36][C:37]([C@H:39]3[CH2:44][CH2:43][C@H:42]([CH2:45][NH:46]C(=O)OC(C)(C)C)[CH2:41][CH2:40]3)=[O:38])[C:23](=[O:35])[NH:24][C:25]3[CH:33]=[C:32]4[C:28]([C:29](=[O:34])[NH:30][NH:31]4)=[CH:27][CH:26]=3)=[CH:17][CH:16]=2)=[C:11]([CH3:54])[CH:10]=1)(=[O:8])=[O:7])([CH3:4])[CH3:3].C(#N)C. Product: [ClH:1].[NH2:46][CH2:45][C@H:42]1[CH2:43][CH2:44][C@H:39]([C:37]([NH:36][C@@H:22]([CH2:21][C:18]2[CH:17]=[CH:16][C:15]([C:12]3[CH:13]=[CH:14][C:9]([S:6](=[O:7])(=[O:8])[NH:5][CH:2]([CH3:4])[CH3:3])=[CH:10][C:11]=3[CH3:54])=[CH:20][CH:19]=2)[C:23](=[O:35])[NH:24][C:25]2[CH:33]=[C:32]3[C:28]([C:29](=[O:34])[NH:30][NH:31]3)=[CH:27][CH:26]=2)=[O:38])[CH2:40][CH2:41]1. The catalyst class is: 346.